From a dataset of Reaction yield outcomes from USPTO patents with 853,638 reactions. Predict the reaction yield, written as a fraction of the theoretical maximum amount of product (1.0 means a 100% yield; for example, 0.34 means a 34% yield). (1) No catalyst specified. The product is [F:1][C:2]1[CH:3]=[CH:4][C:5]([CH3:27])=[C:6]([C:8]2[CH:17]=[C:16]3[C:11]([CH:12]=[C:13]([NH:18][C:19]4[NH:20][C:21](=[O:25])[CH:22]=[CH:23][CH:24]=4)[N:14]=[CH:15]3)=[CH:10][CH:9]=2)[CH:7]=1. The reactants are [F:1][C:2]1[CH:3]=[CH:4][C:5]([CH3:27])=[C:6]([C:8]2[CH:17]=[C:16]3[C:11]([CH:12]=[C:13]([NH:18][C:19]4[CH:24]=[CH:23][CH:22]=[C:21]([O:25]C)[N:20]=4)[N:14]=[CH:15]3)=[CH:10][CH:9]=2)[CH:7]=1.C(O)(=O)C.Br. The yield is 0.0320. (2) The reactants are [C:1]1([OH:12])[C:10]2[C:5](=[CH:6][CH:7]=[CH:8][C:9]=2[OH:11])[CH:4]=[CH:3][CH:2]=1.[H-].[Na+].Cl[C:16]([O:18][CH2:19][CH:20]([CH3:22])[CH3:21])=[O:17]. The catalyst is CN(C=O)C. The product is [C:16](=[O:17])([O:12][C:1]1[C:10]2[C:5](=[CH:6][CH:7]=[CH:8][C:9]=2[O:11][C:16](=[O:17])[O:18][CH2:19][CH:20]([CH3:22])[CH3:21])[CH:4]=[CH:3][CH:2]=1)[O:18][CH2:19][CH:20]([CH3:22])[CH3:21]. The yield is 0.310. (3) The reactants are O=S(Cl)[Cl:3].[C:5]1([NH:11][CH2:12][C:13]([OH:15])=[O:14])[CH:10]=[CH:9][CH:8]=[CH:7][CH:6]=1.[CH2:16](O)[CH3:17]. No catalyst specified. The product is [ClH:3].[CH2:16]([O:14][C:13](=[O:15])[CH2:12][NH:11][C:5]1[CH:10]=[CH:9][CH:8]=[CH:7][CH:6]=1)[CH3:17]. The yield is 0.980. (4) The reactants are [CH3:1][C:2]([C:5]1[CH:10]=[CH:9][C:8]([C:11]2[C:19]3[C:14](=[CH:15][CH:16]=[CH:17][CH:18]=3)[N:13]([CH2:20][C:21]3[CH:26]=[CH:25][CH:24]=[C:23]([N:27]4[CH2:32][CH2:31][NH:30][CH2:29][CH2:28]4)[CH:22]=3)[C:12]=2[C:33]([O:35]CC2C=CC=CC=2)=[O:34])=[CH:7][CH:6]=1)([CH3:4])[CH3:3].[CH3:43][CH2:44][O:45][C:46](Cl)=[O:47].CCOC(C)=O. The catalyst is C(Cl)Cl. The product is [CH3:1][C:2]([C:5]1[CH:10]=[CH:9][C:8]([C:11]2[C:19]3[C:14](=[CH:15][CH:16]=[CH:17][CH:18]=3)[N:13]([CH2:20][C:21]3[CH:26]=[CH:25][CH:24]=[C:23]([N:27]4[CH2:28][CH2:29][N:30]([C:46]([O:45][CH2:44][CH3:43])=[O:47])[CH2:31][CH2:32]4)[CH:22]=3)[C:12]=2[C:33]([OH:35])=[O:34])=[CH:7][CH:6]=1)([CH3:3])[CH3:4]. The yield is 0.140.